This data is from Catalyst prediction with 721,799 reactions and 888 catalyst types from USPTO. The task is: Predict which catalyst facilitates the given reaction. (1) Reactant: [OH:1][N:2]=[C:3]([N:10]1[C:14]([CH3:15])=[N:13][N:12]=[N:11]1)[C:4]1[CH:9]=[CH:8][CH:7]=[CH:6][CH:5]=1.C([O-])([O-])=O.[Cs+].[Cs+].[Br:22][C:23]1[S:24][CH:25]=[C:26]([CH2:28]Br)[N:27]=1. Product: [Br:22][C:23]1[S:24][CH:25]=[C:26]([CH2:28][O:1][N:2]=[C:3]([N:10]2[C:14]([CH3:15])=[N:13][N:12]=[N:11]2)[C:4]2[CH:5]=[CH:6][CH:7]=[CH:8][CH:9]=2)[N:27]=1. The catalyst class is: 23. (2) Reactant: [OH:1][C:2]1[C:11]2[C:6](=[CH:7][CH:8]=[C:9]([CH3:12])[CH:10]=2)[O:5][C:4](=[O:13])[CH:3]=1. Product: [CH2:4]([O:5][CH:6]1[O:1][C:2]2[C:11]3[CH:10]=[C:9]([CH3:12])[CH:8]=[CH:7][C:6]=3[O:5][C:4](=[O:13])[C:3]=2[CH:7]1[C:3]1[C:4](=[O:13])[O:5][C:6]2[C:11]([C:2]=1[OH:1])=[CH:10][C:9]([CH3:12])=[CH:8][CH:7]=2)[CH3:3]. The catalyst class is: 8. (3) Reactant: C[C:2]1[C:10]([C:11](=[O:13])[CH3:12])=[CH:9][C:8]([S:14]([CH3:17])(=[O:16])=[O:15])=[CH:7][C:3]=1[C:4]([OH:6])=O.CN(C(ON1N=NC2C=CC=NC1=2)=[N+](C)C)C.F[P-](F)(F)(F)(F)F.CCN(C(C)C)C(C)C.[CH3:51][O:52][C:53]1[CH:54]=[C:55]([CH:79]=[CH:80][CH:81]=1)[CH2:56][N:57]([CH2:65][C@@H:66]([OH:78])[C@@H:67]([NH2:77])[CH2:68][C:69]1[CH:74]=[C:73]([F:75])[CH:72]=[C:71]([F:76])[CH:70]=1)[C:58](=[O:64])[O:59][C:60]([CH3:63])([CH3:62])[CH3:61]. Product: [CH3:51][O:52][C:53]1[CH:54]=[C:55]([CH:79]=[CH:80][CH:81]=1)[CH2:56][N:57]([CH2:65][C@@H:66]([OH:78])[C@@H:67]([NH:77][C:4](=[O:6])[C:3]1[CH:7]=[C:8]([S:14]([CH3:17])(=[O:15])=[O:16])[CH:9]=[C:10]([C:11](=[O:13])[CH3:12])[CH:2]=1)[CH2:68][C:69]1[CH:70]=[C:71]([F:76])[CH:72]=[C:73]([F:75])[CH:74]=1)[C:58](=[O:64])[O:59][C:60]([CH3:63])([CH3:61])[CH3:62]. The catalyst class is: 39. (4) Reactant: [C:1]1([C@H:7]2[C@@H:11]([C:12]3[CH:17]=[CH:16][CH:15]=[CH:14][CH:13]=3)[NH:10][C:9](=[S:18])[NH:8]2)[CH:6]=[CH:5][CH:4]=[CH:3][CH:2]=1.[CH3:19][C:20]1[C:27]([CH3:28])=[CH:26][C:25]([CH3:29])=[C:24]([CH3:30])[C:21]=1[CH2:22][Cl:23]. Product: [ClH:23].[CH3:30][C:24]1[C:25]([CH3:29])=[CH:26][C:27]([CH3:28])=[C:20]([CH3:19])[C:21]=1[CH2:22][S:18][C:9]1[NH:8][C@H:7]([C:1]2[CH:2]=[CH:3][CH:4]=[CH:5][CH:6]=2)[C@H:11]([C:12]2[CH:13]=[CH:14][CH:15]=[CH:16][CH:17]=2)[N:10]=1. The catalyst class is: 14. (5) Reactant: [CH3:1][C@H:2]1[N:7]2[C:8]3[CH:9]=[C:10]([C:15]([F:18])([F:17])[F:16])[CH:11]=[CH:12][C:13]=3[CH2:14][C@@H:6]2[CH2:5][NH:4][CH2:3]1.[C:19](O[C:19]([O:21][C:22]([CH3:25])([CH3:24])[CH3:23])=[O:20])([O:21][C:22]([CH3:25])([CH3:24])[CH3:23])=[O:20]. Product: [C:22]([O:21][C:19]([N:4]1[CH2:3][C@@H:2]([CH3:1])[N:7]2[C:8]3[CH:9]=[C:10]([C:15]([F:16])([F:18])[F:17])[CH:11]=[CH:12][C:13]=3[CH2:14][C@@H:6]2[CH2:5]1)=[O:20])([CH3:25])([CH3:24])[CH3:23]. The catalyst class is: 4. (6) Reactant: I[C:2]1[CH:7]=[CH:6][C:5]([C:8]([F:11])([F:10])[F:9])=[CH:4][N:3]=1.[Li]CCCC.CCCCCC.[BH4-].[Na+].[Cl-].[NH4+].[CH3:27][OH:28]. Product: [F:9][C:8]([F:11])([F:10])[C:5]1[CH:6]=[CH:7][C:2]([CH2:27][OH:28])=[N:3][CH:4]=1. The catalyst class is: 588. (7) Reactant: [NH:1]1[C:9]2[C:4](=[CH:5][CH:6]=[C:7]([CH2:10][N:11]3[CH2:14][C:13](=[CH:15][C:16]4[CH:24]=[CH:23][C:19]([C:20]([OH:22])=O)=[CH:18][C:17]=4[Cl:25])[CH2:12]3)[CH:8]=2)[CH:3]=[CH:2]1.CCN(C(C)C)C(C)C.[C:35]([O:39][C:40](=[O:49])[NH:41][C:42]1[CH:47]=[CH:46][CH:45]=[CH:44][C:43]=1[NH2:48])([CH3:38])([CH3:37])[CH3:36].CN(C(ON1N=NC2C=CC=NC1=2)=[N+](C)C)C.F[P-](F)(F)(F)(F)F. Product: [C:35]([O:39][C:40](=[O:49])[NH:41][C:42]1[CH:47]=[CH:46][CH:45]=[CH:44][C:43]=1[NH:48][C:20](=[O:22])[C:19]1[CH:23]=[CH:24][C:16]([CH:15]=[C:13]2[CH2:14][N:11]([CH2:10][C:7]3[CH:8]=[C:9]4[C:4]([CH:3]=[CH:2][NH:1]4)=[CH:5][CH:6]=3)[CH2:12]2)=[C:17]([Cl:25])[CH:18]=1)([CH3:38])([CH3:36])[CH3:37]. The catalyst class is: 2. (8) Reactant: [F:1][CH:2]([F:12])[C:3]1[C:7]([C:8](Cl)=[O:9])=[CH:6][N:5]([CH3:11])[N:4]=1.Cl.[Cl:14][C:15]1[CH:20]=[C:19]([Cl:21])[CH:18]=[CH:17][C:16]=1[C:22]([F:26])([CH3:25])[CH2:23][NH2:24].C(N(CC)CC)C. Product: [Cl:14][C:15]1[CH:20]=[C:19]([Cl:21])[CH:18]=[CH:17][C:16]=1[C:22]([F:26])([CH3:25])[CH2:23][NH:24][C:8]([C:7]1[C:3]([CH:2]([F:12])[F:1])=[N:4][N:5]([CH3:11])[CH:6]=1)=[O:9]. The catalyst class is: 4.